From a dataset of Peptide-MHC class I binding affinity with 185,985 pairs from IEDB/IMGT. Regression. Given a peptide amino acid sequence and an MHC pseudo amino acid sequence, predict their binding affinity value. This is MHC class I binding data. (1) The peptide sequence is YTCEDNTGIK. The MHC is HLA-A11:01 with pseudo-sequence HLA-A11:01. The binding affinity (normalized) is 0.356. (2) The MHC is HLA-A69:01 with pseudo-sequence HLA-A69:01. The peptide sequence is AFASLQDML. The binding affinity (normalized) is 0.0847.